Task: Predict the reactants needed to synthesize the given product.. Dataset: Full USPTO retrosynthesis dataset with 1.9M reactions from patents (1976-2016) (1) Given the product [C:12]1([CH:11]=[CH:2][C:3]([C:5]2[CH:10]=[CH:9][CH:8]=[CH:7][CH:6]=2)=[O:4])[CH:16]=[CH:24][CH:23]=[CH:22][CH:26]=1, predict the reactants needed to synthesize it. The reactants are: O[CH2:2][C:3]([C:5]1[CH:10]=[CH:9][CH:8]=[CH:7][CH:6]=1)=[O:4].[CH3:11][C:12]1N=C(C=O)S[CH:16]=1.O(C)[Na].[CH2:22]1[CH2:26]O[CH2:24][CH2:23]1. (2) Given the product [OH:8][CH2:9][CH2:10][CH2:11][CH2:12][C:13]1[S:17][C:16]([C:18]([O:20][CH2:21][CH3:22])=[O:19])=[N:15][N:14]=1, predict the reactants needed to synthesize it. The reactants are: C([O:8][CH2:9][CH2:10][CH2:11][CH2:12][C:13]1[S:17][C:16]([C:18]([O:20][CH2:21][CH3:22])=[O:19])=[N:15][N:14]=1)C1C=CC=CC=1.[NH4+].[Cl-]. (3) Given the product [Cl:9][C:6]1[C:7]([F:8])=[C:2]([N:17]2[CH2:18][CH2:19][N:14]([CH3:13])[C@H:15]([CH3:20])[CH2:16]2)[N:3]=[C:4]([CH3:10])[N:5]=1, predict the reactants needed to synthesize it. The reactants are: Cl[C:2]1[C:7]([F:8])=[C:6]([Cl:9])[N:5]=[C:4]([CH3:10])[N:3]=1.Cl.Cl.[CH3:13][N:14]1[CH2:19][CH2:18][NH:17][CH2:16][C@H:15]1[CH3:20].C(N(CC)CC)C.CO. (4) Given the product [CH2:20]([C:19]([C:16]1[CH:17]=[CH:18][C:13]([C:10]2[CH:9]=[CH:8][C:7]([CH2:6][C:5]([OH:42])=[O:4])=[CH:12][CH:11]=2)=[C:14]([CH3:41])[CH:15]=1)([C:22]1[CH:27]=[CH:26][C:25](/[CH:28]=[CH:29]/[C:30]2([OH:37])[CH2:31][CH2:32][CH2:33][CH2:34][CH2:35][CH2:36]2)=[C:24]([CH3:38])[CH:23]=1)[CH2:39][CH3:40])[CH3:21], predict the reactants needed to synthesize it. The reactants are: [OH-].[Na+].C[O:4][C:5](=[O:42])[CH2:6][C:7]1[CH:12]=[CH:11][C:10]([C:13]2[CH:18]=[CH:17][C:16]([C:19]([CH2:39][CH3:40])([C:22]3[CH:27]=[CH:26][C:25](/[CH:28]=[CH:29]/[C:30]4([OH:37])[CH2:36][CH2:35][CH2:34][CH2:33][CH2:32][CH2:31]4)=[C:24]([CH3:38])[CH:23]=3)[CH2:20][CH3:21])=[CH:15][C:14]=2[CH3:41])=[CH:9][CH:8]=1.[Cl-].[NH4+]. (5) Given the product [F:1][C:2]1[CH:3]=[C:4]([C:26]([O:28][C:29]([CH3:32])([CH3:31])[CH3:30])=[O:27])[C:5]2[C:6](=[O:25])[CH:7]([C:19]3[N:23]([CH3:24])[N:22]=[CH:21][N:20]=3)[CH:8]([C:12]3[CH:13]=[CH:14][C:15]([F:18])=[CH:16][CH:17]=3)[N:9]([C:40]([O:41][C:42]([CH3:45])([CH3:44])[CH3:43])=[O:46])[C:10]=2[CH:11]=1, predict the reactants needed to synthesize it. The reactants are: [F:1][C:2]1[CH:3]=[C:4]([C:26]([O:28][C:29]([CH3:32])([CH3:31])[CH3:30])=[O:27])[C:5]2[C:6](=[O:25])[CH:7]([C:19]3[N:23]([CH3:24])[N:22]=[CH:21][N:20]=3)[CH:8]([C:12]3[CH:17]=[CH:16][C:15]([F:18])=[CH:14][CH:13]=3)[NH:9][C:10]=2[CH:11]=1.C(N(CC)CC)C.[C:40](=O)([O:46]C(C)(C)C)[O:41][C:42]([CH3:45])([CH3:44])[CH3:43]. (6) The reactants are: [CH:1]1([C@H:5]([NH:7][C:8]2[C:13]3[N:14]([CH2:26][C:27]4[CH:32]=[CH:31][C:30]([C:33]([F:36])([F:35])[F:34])=[CH:29][CH:28]=4)[C:15]([C:17]4[CH:22]=[C:21]([CH:23]([CH3:25])[CH3:24])[CH:20]=[CH:19][N:18]=4)=[N:16][C:12]=3[C:11](C)=[C:10](C#N)[N:9]=2)[CH3:6])[CH2:4][CH2:3][CH2:2]1.[OH-:40].[Na+].[CH2:42]([OH:44])[CH3:43]. Given the product [CH:1]1([C@H:5]([NH:7][C:8]2[C:13]3[N:14]([CH2:26][C:27]4[CH:32]=[CH:31][C:30]([C:33]([F:36])([F:35])[F:34])=[CH:29][CH:28]=4)[C:15]([C:17]4[CH:22]=[C:21]([CH:23]([CH3:25])[CH3:24])[CH:20]=[CH:19][N:18]=4)=[N:16][C:12]=3[C:11]([CH3:10])=[C:43]([C:42]([OH:40])=[O:44])[N:9]=2)[CH3:6])[CH2:4][CH2:3][CH2:2]1.[C:30]([OH:44])([C:33]([F:36])([F:35])[F:34])=[O:40], predict the reactants needed to synthesize it. (7) Given the product [Cl:1][C:2]1[CH:7]=[C:6]([C:8]#[C:9][C:10]2[N:11]=[C:12]([CH3:22])[N:13]([C:15]3[CH:16]=[CH:17][C:18]([F:21])=[CH:19][CH:20]=3)[C:14]=2[CH3:23])[CH:5]=[CH:4][N:3]=1, predict the reactants needed to synthesize it. The reactants are: [Cl:1][C:2]1[CH:7]=[C:6]([C:8]#[C:9][C:10]2[N:11]=[C:12]([CH3:22])[N:13]([C:15]3[CH:20]=[CH:19][C:18]([F:21])=[CH:17][CH:16]=3)[CH:14]=2)[CH:5]=[CH:4][N:3]=1.[CH:23]([N-]C(C)C)(C)C.[Li+].IC. (8) Given the product [CH3:9][O:10][C:11]1[C:16]([CH3:17])=[CH:15][C:14]([N+:18]([O-:20])=[O:19])=[C:13]([CH3:4])[N:12]=1, predict the reactants needed to synthesize it. The reactants are: [H-].[Na+].[I-].[CH3:4][S+](C)(C)=O.[CH3:9][O:10][C:11]1[C:16]([CH3:17])=[CH:15][C:14]([N+:18]([O-:20])=[O:19])=[CH:13][N:12]=1. (9) Given the product [Cl:2][C:3]1[CH:4]=[C:5]([N:9]2[CH:19]=[C:13]([C:14]([O:16][CH2:17][CH3:18])=[O:15])[CH:11]=[N:10]2)[CH:6]=[CH:7][CH:8]=1, predict the reactants needed to synthesize it. The reactants are: Cl.[Cl:2][C:3]1[CH:4]=[C:5]([NH:9][NH2:10])[CH:6]=[CH:7][CH:8]=1.[CH:11]([CH:13]([CH:19]=O)[C:14]([O:16][CH2:17][CH3:18])=[O:15])=O. (10) Given the product [NH2:10][C:13]1[CH:14]=[C:15]([CH:24]=[CH:25][CH:26]=1)[CH:16]=[CH:17][CH:18]=[N:19][NH:20][C:21]([NH2:23])=[S:22], predict the reactants needed to synthesize it. The reactants are: C(O)C.C(=O)([O-])[O-].[Na+].[Na+].[N+:10]([C:13]1[CH:14]=[C:15]([CH:24]=[CH:25][CH:26]=1)[CH:16]=[CH:17][CH:18]=[N:19][NH:20][C:21]([NH2:23])=[S:22])([O-])=O.